Dataset: Peptide-MHC class I binding affinity with 185,985 pairs from IEDB/IMGT. Task: Regression. Given a peptide amino acid sequence and an MHC pseudo amino acid sequence, predict their binding affinity value. This is MHC class I binding data. (1) The peptide sequence is FTGEYLLRL. The MHC is HLA-A25:01 with pseudo-sequence HLA-A25:01. The binding affinity (normalized) is 0.0847. (2) The peptide sequence is MEDCPNEGV. The MHC is HLA-A80:01 with pseudo-sequence HLA-A80:01. The binding affinity (normalized) is 0.0847. (3) The peptide sequence is KVLHVTDTNK. The MHC is HLA-A11:01 with pseudo-sequence HLA-A11:01. The binding affinity (normalized) is 0.378. (4) The peptide sequence is RQFPTAFEC. The MHC is Mamu-B3901 with pseudo-sequence Mamu-B3901. The binding affinity (normalized) is 0.317. (5) The peptide sequence is FHKRDMRLL. The MHC is HLA-A31:01 with pseudo-sequence HLA-A31:01. The binding affinity (normalized) is 0.0847. (6) The peptide sequence is LESLWAPFGV. The MHC is HLA-B40:01 with pseudo-sequence HLA-B40:01. The binding affinity (normalized) is 0.0654.